Predict the reaction yield, written as a fraction of the theoretical maximum amount of product (1.0 means a 100% yield; for example, 0.34 means a 34% yield). From a dataset of Reaction yield outcomes from USPTO patents with 853,638 reactions. (1) No catalyst specified. The product is [CH3:21][C:20]1[C:14]2[O:13][C:12]([CH2:8][CH2:9][C:10]#[C:11][C:2]3[CH:7]=[CH:6][CH:5]=[CH:4][N:3]=3)=[N:16][C:15]=2[CH:17]=[CH:18][CH:19]=1. The yield is 0.540. The reactants are Br[C:2]1[CH:7]=[CH:6][CH:5]=[CH:4][N:3]=1.[CH2:8]([C:12]1[O:13][C:14]2[C:20]([CH3:21])=[CH:19][CH:18]=[CH:17][C:15]=2[N:16]=1)[CH2:9][C:10]#[CH:11]. (2) The reactants are [C:1]1([C:7]#[C:8][C:9]2[CH:10]=[C:11]([C:23]([C:25]([C:27]3[CH:32]=[CH:31][CH:30]=[CH:29][CH:28]=3)=O)=O)[CH:12]=[C:13]([C:15]#[C:16][C:17]3[CH:22]=[CH:21][CH:20]=[CH:19][CH:18]=3)[CH:14]=2)[CH:6]=[CH:5][CH:4]=[CH:3][CH:2]=1.[C:33]1([CH2:39][C:40]([CH2:42][C:43]2[CH:48]=[CH:47][CH:46]=[CH:45][CH:44]=2)=[O:41])[CH:38]=[CH:37][CH:36]=[CH:35][CH:34]=1.C(O)CC.[OH-].C([N+](C)(C)C)C1C=CC=CC=1. The catalyst is C1(C)C=CC=CC=1. The product is [C:1]1([C:7]#[C:8][C:9]2[CH:14]=[C:13]([C:15]3[C:16]([C:17]4[CH:18]=[CH:19][CH:20]=[CH:21][CH:22]=4)=[C:42]([C:43]4[CH:44]=[CH:45][CH:46]=[CH:47][CH:48]=4)[C:40](=[O:41])[C:39]=3[C:33]3[CH:34]=[CH:35][CH:36]=[CH:37][CH:38]=3)[CH:12]=[C:11]([C:23]#[C:25][C:27]3[CH:28]=[CH:29][CH:30]=[CH:31][CH:32]=3)[CH:10]=2)[CH:6]=[CH:5][CH:4]=[CH:3][CH:2]=1. The yield is 0.764. (3) The reactants are C(N(CC)CC)C.[Si:8]([O:15][CH2:16][C@@H:17]([C:19]1[CH:24]=[CH:23][C:22]([Cl:25])=[C:21]([F:26])[CH:20]=1)[OH:18])([C:11]([CH3:14])([CH3:13])[CH3:12])([CH3:10])[CH3:9].[CH3:27][S:28](Cl)(=[O:30])=[O:29]. The catalyst is C(Cl)Cl. The product is [CH3:27][S:28]([O:18][C@H:17]([C:19]1[CH:24]=[CH:23][C:22]([Cl:25])=[C:21]([F:26])[CH:20]=1)[CH2:16][O:15][Si:8]([C:11]([CH3:14])([CH3:13])[CH3:12])([CH3:10])[CH3:9])(=[O:30])=[O:29]. The yield is 0.990. (4) The reactants are Cl[CH2:2][C@H:3]([OH:18])[CH2:4][P:5]([C:10]([O:15][CH2:16][CH3:17])([O:12][CH2:13][CH3:14])[CH3:11])(=[O:9])[O:6][CH2:7][CH3:8].[NH3:19]. The catalyst is C(O)C. The product is [NH2:19][CH2:2][C@H:3]([OH:18])[CH2:4][P:5]([C:10]([O:15][CH2:16][CH3:17])([O:12][CH2:13][CH3:14])[CH3:11])(=[O:9])[O:6][CH2:7][CH3:8]. The yield is 0.260. (5) The reactants are Cl.[CH2:2]([O:4][C:5](=[O:8])[CH2:6][NH2:7])[CH3:3].[CH3:9][C:10](=O)[CH2:11][CH2:12][C:13](=O)[CH3:14].C(N(CC)CC)C.C([O-])(O)=O.[Na+]. The catalyst is ClCCl. The product is [CH3:14][C:13]1[N:7]([CH2:6][C:5]([O:4][CH2:2][CH3:3])=[O:8])[C:10]([CH3:9])=[CH:11][CH:12]=1. The yield is 0.560. (6) The reactants are F[C:2]1[CH:7]=[C:6]([CH2:8][S:9]([CH3:12])(=[O:11])=[O:10])[CH:5]=[CH:4][C:3]=1[N+:13]([O-:15])=[O:14].[CH2:16]([O:20][C:21]1[CH:27]=[C:26]([CH2:28][S:29]([CH3:32])(=[O:31])=[O:30])[CH:25]=[CH:24][C:22]=1[NH2:23])[CH:17]([CH3:19])[CH3:18].[NH2:33][C:34]1[S:35][CH:36]=[CH:37][N:38]=1.CC(C)[CH2:41][OH:42]. No catalyst specified. The product is [CH2:16]([O:20][C:2]1[CH:7]=[C:6]([CH2:8][S:9]([CH3:12])(=[O:11])=[O:10])[CH:5]=[CH:4][C:3]=1[N+:13]([O-:15])=[O:14])[CH:17]([CH3:19])[CH3:18].[CH2:16]([O:20][C:21]1[CH:27]=[C:26]([CH2:28][S:29]([CH3:32])(=[O:31])=[O:30])[CH:25]=[CH:24][C:22]=1[NH:23][C:41]([NH:33][C:34]1[S:35][CH:36]=[CH:37][N:38]=1)=[O:42])[CH:17]([CH3:19])[CH3:18]. The yield is 0.650. (7) The reactants are N#N.Br[C:4]1[C:5]([NH:11][C:12]2[CH:22]=[CH:21][CH:20]=[CH:19][C:13]=2[C:14]([NH:16][O:17][CH3:18])=[O:15])=[CH:6][C:7]([Cl:10])=[N:8][CH:9]=1.[CH:23]1(B(O)O)[CH2:25][CH2:24]1.[Na+].[Br-].[F-].[K+]. The catalyst is O.C1C=CC([P]([Pd]([P](C2C=CC=CC=2)(C2C=CC=CC=2)C2C=CC=CC=2)([P](C2C=CC=CC=2)(C2C=CC=CC=2)C2C=CC=CC=2)[P](C2C=CC=CC=2)(C2C=CC=CC=2)C2C=CC=CC=2)(C2C=CC=CC=2)C2C=CC=CC=2)=CC=1.C1(C)C=CC=CC=1. The product is [Cl:10][C:7]1[CH:6]=[C:5]([NH:11][C:12]2[CH:22]=[CH:21][CH:20]=[CH:19][C:13]=2[C:14]([NH:16][O:17][CH3:18])=[O:15])[C:4]([CH:23]2[CH2:25][CH2:24]2)=[CH:9][N:8]=1. The yield is 0.530. (8) The reactants are [CH3:1][C@H:2]1[CH2:6][CH2:5][CH2:4][N:3]1[C:7]1[CH:12]=[CH:11][C:10]([N+:13]([O-])=O)=[C:9]([C:16]([F:19])([F:18])[F:17])[CH:8]=1. The catalyst is [Pd]. The product is [CH3:1][C@H:2]1[CH2:6][CH2:5][CH2:4][N:3]1[C:7]1[CH:12]=[CH:11][C:10]([NH2:13])=[C:9]([C:16]([F:18])([F:17])[F:19])[CH:8]=1. The yield is 1.00.